This data is from Full USPTO retrosynthesis dataset with 1.9M reactions from patents (1976-2016). The task is: Predict the reactants needed to synthesize the given product. (1) Given the product [F:1][C:2]1[C:10]([CH2:11][S:12][CH3:13])=[C:9]2[C:5]([C:6]([CH:14]([C:21]3[CH:22]=[CH:23][C:24]([C:27]([F:30])([F:28])[F:29])=[CH:25][CH:26]=3)[CH2:15][CH2:16][OH:17])=[CH:7][NH:8]2)=[CH:4][CH:3]=1, predict the reactants needed to synthesize it. The reactants are: [F:1][C:2]1[C:10]([CH2:11][S:12][CH3:13])=[C:9]2[C:5]([C:6]([CH:14]([C:21]3[CH:26]=[CH:25][C:24]([C:27]([F:30])([F:29])[F:28])=[CH:23][CH:22]=3)[CH2:15][C:16](OCC)=[O:17])=[CH:7][NH:8]2)=[CH:4][CH:3]=1.ClC1C=CC(C(C2C3C(=C(CSC)C(F)=CC=3)NC=2)CCO)=CC=1. (2) Given the product [C:1]([C:5]1[N:6]=[C:7]([N:16]2[CH2:20][CH2:19][C:18]([F:21])([F:22])[CH2:17]2)[C:8]2[N:13]=[N:12][N:11]([CH2:14][CH2:15][C:39]3[CH:40]=[N:36][CH:29]=[CH:37][CH:38]=3)[C:9]=2[N:10]=1)([CH3:2])([CH3:3])[CH3:4], predict the reactants needed to synthesize it. The reactants are: [C:1]([C:5]1[N:6]=[C:7]([N:16]2[CH2:20][CH2:19][C:18]([F:22])([F:21])[CH2:17]2)[C:8]2[N:13]=[N:12][N:11]([CH2:14][CH3:15])[C:9]=2[N:10]=1)([CH3:4])([CH3:3])[CH3:2].C(C1N=[C:29]([N:36]2[CH2:40][CH2:39][C:38](F)(F)[CH2:37]2)C2N=NNC=2N=1)(C)(C)C.Br.BrCCC1C=NC=CC=1. (3) Given the product [Br:24][C:18]1[CH:19]=[CH:20][C:21]([Cl:23])=[CH:22][C:17]=1[CH:16]([CH3:1])[C:15]([O:14][CH3:13])=[O:25], predict the reactants needed to synthesize it. The reactants are: [CH2:1]([Li])CCC.C(NC(C)C)(C)C.[CH3:13][O:14][C:15](=[O:25])[CH2:16][C:17]1[CH:22]=[C:21]([Cl:23])[CH:20]=[CH:19][C:18]=1[Br:24].IC. (4) Given the product [F:13][C@H:10]1[CH2:11][CH2:12][N:8]([C:4]2[CH:3]=[C:2]([B:21]([OH:22])[OH:20])[CH:7]=[CH:6][CH:5]=2)[CH2:9]1, predict the reactants needed to synthesize it. The reactants are: Br[C:2]1[CH:3]=[C:4]([N:8]2[CH2:12][CH2:11][C@H:10]([F:13])[CH2:9]2)[CH:5]=[CH:6][CH:7]=1.[Li]CCCC.C[O:20][B:21](OC)[O:22]C.CO. (5) Given the product [CH:24]([C:21]1[CH:20]=[CH:19][C:18](/[CH:17]=[CH:16]/[C:15]#[C:14][C:11]2[CH:10]=[CH:9][C:8]([C:7]([OH:26])=[O:6])=[CH:13][CH:12]=2)=[CH:23][CH:22]=1)=[O:25], predict the reactants needed to synthesize it. The reactants are: [OH-].[Na+].CO.C[O:6][C:7](=[O:26])[C:8]1[CH:13]=[CH:12][C:11]([C:14]#[C:15]/[CH:16]=[CH:17]/[C:18]2[CH:23]=[CH:22][C:21]([CH:24]=[O:25])=[CH:20][CH:19]=2)=[CH:10][CH:9]=1.Cl.